From a dataset of Full USPTO retrosynthesis dataset with 1.9M reactions from patents (1976-2016). Predict the reactants needed to synthesize the given product. (1) Given the product [C:1]([O-:6])(=[O:5])[CH:2]([CH3:4])[OH:3].[CH2:7]([NH+:9]([CH2:12][CH3:13])[CH2:10][CH3:11])[CH3:8].[C:1]([OH:6])(=[O:5])[CH:2]([CH3:4])[OH:3], predict the reactants needed to synthesize it. The reactants are: [C:1]([O-:6])(=[O:5])[CH:2]([CH3:4])[OH:3].[CH2:7]([NH+:9]([CH2:12][CH3:13])[CH2:10][CH3:11])[CH3:8].CCCCCCCCN(CCCCCCCC)CCCCCCCC.C(O)CCCCCCCCC. (2) Given the product [CH3:13][O:14][C:15](=[O:37])[C@H:16]([CH2:33][CH2:34][S:35][CH3:36])[NH:17][C:18](=[O:32])[C:19]1[CH:24]=[CH:23][C:22]([NH:25][C:8]2[C:7]([CH:6]=[S:3](=[O:5])=[O:4])=[CH:12][CH:11]=[CH:10][N:9]=2)=[CH:21][C:20]=1[C:26]1[CH:27]=[CH:28][CH:29]=[CH:30][CH:31]=1, predict the reactants needed to synthesize it. The reactants are: Cl.Cl[S:3]([CH2:6][C:7]1[CH:8]=[N:9][CH:10]=[CH:11][CH:12]=1)(=[O:5])=[O:4].[CH3:13][O:14][C:15](=[O:37])[C@H:16]([CH2:33][CH2:34][S:35][CH3:36])[NH:17][C:18](=[O:32])[C:19]1[CH:24]=[CH:23][C:22]([NH2:25])=[CH:21][C:20]=1[C:26]1[CH:31]=[CH:30][CH:29]=[CH:28][CH:27]=1.C(N(CC)CC)C.